Dataset: Full USPTO retrosynthesis dataset with 1.9M reactions from patents (1976-2016). Task: Predict the reactants needed to synthesize the given product. (1) Given the product [CH3:1][S:2]1(=[O:13])[C:7]2[CH:8]=[C:9]([N+:14]([O-:16])=[O:15])[CH:10]=[CH:11][C:6]=2[N:5]=[C:4]([CH3:12])[N:3]=1, predict the reactants needed to synthesize it. The reactants are: [CH3:1][S:2]1(=[O:13])[C:7]2[CH:8]=[CH:9][CH:10]=[CH:11][C:6]=2[N:5]=[C:4]([CH3:12])[N:3]=1.[N+:14]([O-])([O-:16])=[O:15].[K+].C([O-])([O-])=O.[K+].[K+]. (2) Given the product [N+:15]([C:13]1[CH:12]=[CH:11][C:8]2[CH2:9][CH2:10][NH:4][CH2:5][CH2:6][C:7]=2[CH:14]=1)([O-:17])=[O:16], predict the reactants needed to synthesize it. The reactants are: C([N:4]1[CH2:10][CH2:9][C:8]2[CH:11]=[CH:12][C:13]([N+:15]([O-:17])=[O:16])=[CH:14][C:7]=2[CH2:6][CH2:5]1)(=O)C.[OH-].[Na+]. (3) Given the product [Cl:28][C:25]1[CH:26]=[C:27]2[C:22](=[N:23][CH:24]=1)[C:21]1=[N:29][O:30][C:31]([CH3:32])=[C:20]1[C:19](=[O:33])[N:18]2[CH:14]1[CH2:15][CH2:16][CH2:17][CH:12]([CH2:11][NH:10][C:9](=[O:34])[C:41]2[CH:46]=[CH:45][CH:44]=[CH:43][CH:42]=2)[CH2:13]1, predict the reactants needed to synthesize it. The reactants are: C(O[C:9](=[O:34])[NH:10][CH2:11][CH:12]1[CH2:17][CH2:16][CH2:15][CH:14]([N:18]2[C:27]3[C:22](=[N:23][CH:24]=[C:25]([Cl:28])[CH:26]=3)[C:21]3=[N:29][O:30][C:31]([CH3:32])=[C:20]3[C:19]2=[O:33])[CH2:13]1)C1C=CC=CC=1.I[Si](C)(C)C.C(O)(=O)[C:41]1[CH:46]=[CH:45][CH:44]=[CH:43][CH:42]=1.Cl.CN(C)CCCN=C=NCC.ON1C2N=CC=CC=2N=N1.C(N(CC)C(C)C)(C)C.